From a dataset of Reaction yield outcomes from USPTO patents with 853,638 reactions. Predict the reaction yield, written as a fraction of the theoretical maximum amount of product (1.0 means a 100% yield; for example, 0.34 means a 34% yield). The reactants are S(=O)(=O)(O)O.C(O)(=[O:8])C.[F:10][C:11]1[CH:16]=[CH:15][C:14]([C:17]([C:26]2[CH:31]=[CH:30][C:29]([F:32])=[CH:28][CH:27]=2)([C:20]2[CH:25]=[CH:24][CH:23]=[CH:22][CH:21]=2)[C:18]#[N:19])=[CH:13][CH:12]=1.[OH-].[NH4+]. The catalyst is CCCCCC. The product is [F:10][C:11]1[CH:16]=[CH:15][C:14]([C:17]([C:26]2[CH:27]=[CH:28][C:29]([F:32])=[CH:30][CH:31]=2)([C:20]2[CH:25]=[CH:24][CH:23]=[CH:22][CH:21]=2)[C:18]([NH2:19])=[O:8])=[CH:13][CH:12]=1. The yield is 0.870.